Dataset: Catalyst prediction with 721,799 reactions and 888 catalyst types from USPTO. Task: Predict which catalyst facilitates the given reaction. (1) Reactant: [C:1]1([NH:7][C:8]([CH:10]([CH2:15][CH2:16][CH2:17][CH3:18])[C:11]([O:13]C)=[O:12])=[O:9])[CH:6]=[CH:5][CH:4]=[CH:3][CH:2]=1.[OH-].[Na+]. Product: [C:1]1([NH:7][C:8]([CH:10]([CH2:15][CH2:16][CH2:17][CH3:18])[C:11]([OH:13])=[O:12])=[O:9])[CH:2]=[CH:3][CH:4]=[CH:5][CH:6]=1. The catalyst class is: 5. (2) Reactant: [Cl-].[CH3:2][O:3]C[P+](C1C=CC=CC=1)(C1C=CC=CC=1)C1C=CC=CC=1.C[Si]([N-][Si](C)(C)C)(C)C.[Li+].[F:34][C:35]1[C:40]([F:41])=[C:39]([O:42][CH3:43])[CH:38]=[CH:37][C:36]=1[CH:44]1[CH2:46][CH:45]1[CH:47]=O.Cl.C([O-])(O)=O.[Na+]. Product: [F:34][C:35]1[C:40]([F:41])=[C:39]([O:42][CH3:43])[CH:38]=[CH:37][C:36]=1[CH:44]1[CH2:46][CH:45]1[CH2:47][CH:2]=[O:3]. The catalyst class is: 20.